Dataset: Reaction yield outcomes from USPTO patents with 853,638 reactions. Task: Predict the reaction yield, written as a fraction of the theoretical maximum amount of product (1.0 means a 100% yield; for example, 0.34 means a 34% yield). (1) The yield is 0.820. The reactants are [H-].[Na+].[O:3]1[C:7]2[CH:8]=[CH:9][C:10]([C:12](=[O:14])[CH3:13])=[CH:11][C:6]=2[O:5][CH2:4]1.[Br:15][C:16]1[CH:17]=[C:18]([CH:23]=[CH:24][CH:25]=1)[C:19](OC)=[O:20].[H][H]. The product is [O:3]1[C:7]2[CH:8]=[CH:9][C:10]([C:12](=[O:14])[CH2:13][C:19]([C:18]3[CH:23]=[CH:24][CH:25]=[C:16]([Br:15])[CH:17]=3)=[O:20])=[CH:11][C:6]=2[O:5][CH2:4]1. The catalyst is CS(C)=O. (2) The reactants are C1C=CC2N(O)N=[N:7]C=2C=1.CCN=C=NCCCN(C)C.Cl.Cl.[CH2:24]([O:31][C:32]([N:34]1[CH2:39][CH2:38][N:37]([C:40]2[CH:45]=[CH:44][C:43]([NH:46][C:47]3[N:52]=[C:51]([CH2:53][CH2:54][C:55]4[CH:60]=[CH:59][CH:58]=[CH:57][C:56]=4[CH2:61][C:62]([OH:64])=O)[CH:50]=[CH:49][N:48]=3)=[CH:42][CH:41]=2)[CH2:36][CH2:35]1)=[O:33])[C:25]1[CH:30]=[CH:29][CH:28]=[CH:27][CH:26]=1.C(=O)([O-])[O-].[NH4+].[NH4+]. The catalyst is C1COCC1.CN(C=O)C. The product is [NH2:7][C:62](=[O:64])[CH2:61][C:56]1[CH:57]=[CH:58][CH:59]=[CH:60][C:55]=1[CH2:54][CH2:53][C:51]1[CH:50]=[CH:49][N:48]=[C:47]([NH:46][C:43]2[CH:44]=[CH:45][C:40]([N:37]3[CH2:36][CH2:35][N:34]([C:32]([O:31][CH2:24][C:25]4[CH:26]=[CH:27][CH:28]=[CH:29][CH:30]=4)=[O:33])[CH2:39][CH2:38]3)=[CH:41][CH:42]=2)[N:52]=1. The yield is 0.950. (3) The reactants are Cl[C:2]1[N:7]=[C:6]([O:8][CH:9]([CH3:11])[CH3:10])[N:5]=[C:4]([NH:12][C:13]2[CH:18]=[CH:17][C:16]([N:19]3[CH:23]=[C:22]([CH3:24])[N:21]=[CH:20]3)=[C:15]([O:25][CH3:26])[CH:14]=2)[N:3]=1.[Cl:27][C:28]1[CH:35]=[CH:34][C:31]([NH:32][CH3:33])=[CH:30][CH:29]=1. The catalyst is C(OCC)(=O)C. The product is [Cl:27][C:28]1[CH:35]=[CH:34][C:31]([N:32]([CH3:33])[C:2]2[N:3]=[C:4]([NH:12][C:13]3[CH:18]=[CH:17][C:16]([N:19]4[CH:23]=[C:22]([CH3:24])[N:21]=[CH:20]4)=[C:15]([O:25][CH3:26])[CH:14]=3)[N:5]=[C:6]([O:8][CH:9]([CH3:11])[CH3:10])[N:7]=2)=[CH:30][CH:29]=1. The yield is 0.270.